This data is from Forward reaction prediction with 1.9M reactions from USPTO patents (1976-2016). The task is: Predict the product of the given reaction. (1) Given the reactants [H-].C([Al+]CC(C)C)C(C)C.C[O:12][C:13]([C@@H:15]1[CH2:19][C@H:18]([Cl:20])[CH2:17][N:16]1[C:21]([O:23][C:24]([CH3:27])([CH3:26])[CH3:25])=[O:22])=O, predict the reaction product. The product is: [C:24]([O:23][C:21]([N:16]1[CH2:17][C@@H:18]([Cl:20])[CH2:19][C@H:15]1[CH:13]=[O:12])=[O:22])([CH3:27])([CH3:26])[CH3:25]. (2) Given the reactants [CH3:1][O:2][C:3]1[CH:4]=[C:5]([C:11]2[CH:16]=[C:15]([N:17]3[CH2:21][CH2:20][CH2:19][CH2:18]3)[N:14]=[C:13](/[CH:22]=[CH:23]/[C:24]3[N:33]=[C:32]([N:34]([CH3:36])[CH3:35])[C:31]4[C:26](=[CH:27][CH:28]=[CH:29][CH:30]=4)[N:25]=3)[N:12]=2)[CH:6]=[CH:7][C:8]=1[O:9][CH3:10].[ClH:37].C(OCC)(=O)C, predict the reaction product. The product is: [ClH:37].[ClH:37].[CH3:1][O:2][C:3]1[CH:4]=[C:5]([C:11]2[CH:16]=[C:15]([N:17]3[CH2:21][CH2:20][CH2:19][CH2:18]3)[N:14]=[C:13](/[CH:22]=[CH:23]/[C:24]3[N:33]=[C:32]([N:34]([CH3:36])[CH3:35])[C:31]4[C:26](=[CH:27][CH:28]=[CH:29][CH:30]=4)[N:25]=3)[N:12]=2)[CH:6]=[CH:7][C:8]=1[O:9][CH3:10]. (3) Given the reactants C([O:5][C:6](=[O:42])[CH2:7][C:8]1[CH:13]=[CH:12][CH:11]=[C:10]([N:14]2[CH2:41][CH2:40][C:17]3([N:21]([CH2:22][C:23]4[CH:28]=[CH:27][C:26]([O:29][C:30]([F:33])([F:32])[F:31])=[CH:25][CH:24]=4)[C:20](=[O:34])[N:19]([CH2:35][CH:36]4[CH2:38][CH2:37]4)[C:18]3=[O:39])[CH2:16][CH2:15]2)[CH:9]=1)(C)(C)C.[C:43]([OH:49])([C:45]([F:48])([F:47])[F:46])=[O:44], predict the reaction product. The product is: [CH:36]1([CH2:35][N:19]2[C:18](=[O:39])[C:17]3([CH2:16][CH2:15][N:14]([C:10]4[CH:9]=[C:8]([CH2:7][C:6]([OH:42])=[O:5])[CH:13]=[CH:12][CH:11]=4)[CH2:41][CH2:40]3)[N:21]([CH2:22][C:23]3[CH:24]=[CH:25][C:26]([O:29][C:30]([F:33])([F:32])[F:31])=[CH:27][CH:28]=3)[C:20]2=[O:34])[CH2:38][CH2:37]1.[C:43]([OH:49])([C:45]([F:48])([F:47])[F:46])=[O:44]. (4) Given the reactants [N:1]([CH2:4][C@@H:5]([C@@H:7]([NH:28][C:29](=[O:35])[O:30][C:31]([CH3:34])([CH3:33])[CH3:32])[CH2:8][C@H:9]([CH2:13][C:14]1[CH:19]=[CH:18][C:17]([O:20][CH3:21])=[C:16]([O:22][CH2:23][CH2:24][CH2:25][O:26][CH3:27])[CH:15]=1)[CH:10]([CH3:12])[CH3:11])[OH:6])=[N+]=[N-], predict the reaction product. The product is: [NH2:1][CH2:4][C@@H:5]([C@@H:7]([NH:28][C:29](=[O:35])[O:30][C:31]([CH3:32])([CH3:34])[CH3:33])[CH2:8][C@H:9]([CH2:13][C:14]1[CH:19]=[CH:18][C:17]([O:20][CH3:21])=[C:16]([O:22][CH2:23][CH2:24][CH2:25][O:26][CH3:27])[CH:15]=1)[CH:10]([CH3:12])[CH3:11])[OH:6]. (5) Given the reactants FC(F)(F)S(O[C:7]1[CH:15]=[CH:14][C:13]([C:16]2[N:17]([C:32]([O:34][C:35]([CH3:38])([CH3:37])[CH3:36])=[O:33])[C:18]3[C:23]([CH:24]=2)=[CH:22][C:21]([CH2:25][N:26]2[CH2:31][CH2:30][CH2:29][CH2:28][CH2:27]2)=[CH:20][CH:19]=3)=[C:12]2[C:8]=1[CH2:9][NH:10][C:11]2=[O:39])(=O)=O.C(=O)([O-])[O-].[K+].[K+].O, predict the reaction product. The product is: [NH2:17][C:18]1[CH:23]=[CH:22][C:21]([C:7]2[CH:15]=[CH:14][C:13]([C:16]3[N:17]([C:32]([O:34][C:35]([CH3:37])([CH3:36])[CH3:38])=[O:33])[C:18]4[C:23]([CH:24]=3)=[CH:22][C:21]([CH2:25][N:26]3[CH2:31][CH2:30][CH2:29][CH2:28][CH2:27]3)=[CH:20][CH:19]=4)=[C:12]3[C:8]=2[CH2:9][NH:10][C:11]3=[O:39])=[CH:20][CH:19]=1. (6) Given the reactants [NH2:1][C@H:2]([C:4]([OH:6])=[O:5])[CH3:3].[C:7]1([CH3:17])[CH:12]=[CH:11]C(S(O)(=O)=O)=[CH:9][CH:8]=1.C(C(CC)CO)C.CCCC(C)C, predict the reaction product. The product is: [NH2:1][C@@H:2]([CH3:3])[C:4]([O:6][CH2:17][CH:7]([CH2:12][CH3:11])[CH2:8][CH3:9])=[O:5]. (7) Given the reactants [CH2:1]([O:7][C:8]1[CH:34]=[CH:33][C:11]([C:12]([OH:32])([C:26]2[CH:31]=[CH:30][CH:29]=[CH:28][CH:27]=2)[C:13]2[CH:18]=[CH:17][C:16]([O:19][CH2:20][CH2:21][CH:22]=[CH:23][CH:24]=[CH2:25])=[CH:15][CH:14]=2)=[CH:10][CH:9]=1)[CH2:2][CH:3]=[CH:4][CH:5]=[CH2:6].C(Cl)(=O)C.[C@@H:39]1([N:47]2[CH:55]=[C:53]([CH3:54])[C:51](=[O:52])[NH:50][C:48]2=[O:49])[O:46][C@H:43]([CH2:44]O)[C@@H:41]([OH:42])[CH2:40]1.CN(C1N=CC=CN=1)C, predict the reaction product. The product is: [CH2:1]([O:7][C:8]1[CH:34]=[CH:33][C:11]([C:12]([O:32][CH2:44][C@H:43]2[O:46][C@@H:39]([N:47]3[CH:55]=[C:53]([CH3:54])[C:51](=[O:52])[NH:50][C:48]3=[O:49])[CH2:40][C@@H:41]2[OH:42])([C:26]2[CH:31]=[CH:30][CH:29]=[CH:28][CH:27]=2)[C:13]2[CH:18]=[CH:17][C:16]([O:19][CH2:20][CH2:21][CH:22]=[CH:23][CH:24]=[CH2:25])=[CH:15][CH:14]=2)=[CH:10][CH:9]=1)[CH2:2][CH:3]=[CH:4][CH:5]=[CH2:6].